Task: Regression. Given two drug SMILES strings and cell line genomic features, predict the synergy score measuring deviation from expected non-interaction effect.. Dataset: NCI-60 drug combinations with 297,098 pairs across 59 cell lines (1) Drug 1: CC(C)NC(=O)C1=CC=C(C=C1)CNNC.Cl. Drug 2: C1CCC(C(C1)N)N.C(=O)(C(=O)[O-])[O-].[Pt+4]. Cell line: EKVX. Synergy scores: CSS=-0.765, Synergy_ZIP=3.01, Synergy_Bliss=4.98, Synergy_Loewe=-2.84, Synergy_HSA=-1.12. (2) Drug 2: C(CC(=O)O)C(=O)CN.Cl. Drug 1: C1=CC=C(C=C1)NC(=O)CCCCCCC(=O)NO. Synergy scores: CSS=12.5, Synergy_ZIP=-3.42, Synergy_Bliss=2.44, Synergy_Loewe=-5.32, Synergy_HSA=1.05. Cell line: UO-31. (3) Drug 1: CCC1=C2CN3C(=CC4=C(C3=O)COC(=O)C4(CC)O)C2=NC5=C1C=C(C=C5)O. Drug 2: CC1CCCC2(C(O2)CC(NC(=O)CC(C(C(=O)C(C1O)C)(C)C)O)C(=CC3=CSC(=N3)C)C)C. Cell line: SR. Synergy scores: CSS=75.2, Synergy_ZIP=-3.05, Synergy_Bliss=-5.18, Synergy_Loewe=-6.73, Synergy_HSA=-3.75. (4) Drug 1: CC1=CC2C(CCC3(C2CCC3(C(=O)C)OC(=O)C)C)C4(C1=CC(=O)CC4)C. Drug 2: C1=CC(=CC=C1C#N)C(C2=CC=C(C=C2)C#N)N3C=NC=N3. Cell line: MALME-3M. Synergy scores: CSS=-4.41, Synergy_ZIP=2.87, Synergy_Bliss=-0.0486, Synergy_Loewe=-3.82, Synergy_HSA=-4.70.